Dataset: Forward reaction prediction with 1.9M reactions from USPTO patents (1976-2016). Task: Predict the product of the given reaction. (1) Given the reactants [O:1]=[C:2]([C:13]1[O:14][C:15]([C:18]2[CH:23]=[CH:22][CH:21]=[CH:20][N:19]=2)=[CH:16][N:17]=1)[CH2:3][CH2:4][CH2:5][CH2:6][C:7]#[C:8][Si](C)(C)C.I[C:25]1[CH:34]=[CH:33][CH:32]=[CH:31][C:26]=1[C:27]([O:29][CH3:30])=[O:28], predict the reaction product. The product is: [O:1]=[C:2]([C:13]1[O:14][C:15]([C:18]2[CH:23]=[CH:22][CH:21]=[CH:20][N:19]=2)=[CH:16][N:17]=1)[CH2:3][CH2:4][CH2:5][CH2:6][C:7]#[C:8][C:25]1[CH:34]=[CH:33][CH:32]=[CH:31][C:26]=1[C:27]([O:29][CH3:30])=[O:28]. (2) Given the reactants [C:1](=[O:20])([O:18][CH3:19])[O:2][C:3]1[CH:8]=[C:7]([N+:9]([O-])=O)[C:6]([Cl:12])=[CH:5][C:4]=1[CH:13]1[CH2:17][CH2:16][CH2:15][CH2:14]1.[BH4-].[Na+], predict the reaction product. The product is: [C:1](=[O:20])([O:18][CH3:19])[O:2][C:3]1[CH:8]=[C:7]([NH2:9])[C:6]([Cl:12])=[CH:5][C:4]=1[CH:13]1[CH2:17][CH2:16][CH2:15][CH2:14]1. (3) Given the reactants [C:1]([O:5][C:6](=[O:41])[CH2:7][N:8]([CH2:28][C:29]1[CH:30]=[C:31]([C:34]([O:36][C:37]([CH3:40])([CH3:39])[CH3:38])=[O:35])[S:32][CH:33]=1)[CH2:9][C:10]([NH:12][C:13]1[CH:18]=[CH:17][C:16]([O:19][Si:20]([C:23]([CH3:26])([CH3:25])[CH3:24])([CH3:22])[CH3:21])=[CH:15][C:14]=1[Cl:27])=[O:11])([CH3:4])([CH3:3])[CH3:2].[H-].[Na+].I[CH3:45].[Cl-].[NH4+], predict the reaction product. The product is: [C:1]([O:5][C:6](=[O:41])[CH2:7][N:8]([CH2:28][C:29]1[CH:30]=[C:31]([C:34]([O:36][C:37]([CH3:40])([CH3:39])[CH3:38])=[O:35])[S:32][CH:33]=1)[CH2:9][C:10]([N:12]([C:13]1[CH:18]=[CH:17][C:16]([O:19][Si:20]([C:23]([CH3:26])([CH3:25])[CH3:24])([CH3:22])[CH3:21])=[CH:15][C:14]=1[Cl:27])[CH3:45])=[O:11])([CH3:2])([CH3:3])[CH3:4]. (4) Given the reactants [NH2:1][C:2]1[CH:3]=[C:4]2[C:9](=[CH:10][CH:11]=1)[N:8]=[CH:7][C:6]([C:12]#[N:13])=[C:5]2[NH:14][C:15]1[CH:20]=[CH:19][C:18]([F:21])=[C:17]([Cl:22])[CH:16]=1.[CH:23]([C:25]1[CH:26]=[C:27]([S:31]([NH2:34])(=[O:33])=[O:32])[CH:28]=[CH:29][CH:30]=1)=O.[BH3-]C#N.[Na+], predict the reaction product. The product is: [Cl:22][C:17]1[CH:16]=[C:15]([NH:14][C:5]2[C:4]3[C:9](=[CH:10][CH:11]=[C:2]([NH:1][CH2:23][C:25]4[CH:26]=[C:27]([S:31]([NH2:34])(=[O:33])=[O:32])[CH:28]=[CH:29][CH:30]=4)[CH:3]=3)[N:8]=[CH:7][C:6]=2[C:12]#[N:13])[CH:20]=[CH:19][C:18]=1[F:21]. (5) Given the reactants [Br:1][C:2]1[CH:3]=[C:4]2[C:12](=[C:13]([C:15](=[O:17])[NH2:16])[CH:14]=1)[N:11]([CH2:18][CH:19]1[CH2:21][CH2:20]1)[C:10]1[CH:9]=[C:8]([C:22](O)=[O:23])[CH:7]=[CH:6][C:5]2=1.CN(C(ON1N=NC2C=CC=CC1=2)=[N+](C)C)C.[B-](F)(F)(F)F.[CH3:47][C@H:48]1[O:53][C@@H:52]([CH3:54])[CH2:51][NH:50][CH2:49]1, predict the reaction product. The product is: [Br:1][C:2]1[CH:14]=[C:13]([C:15]([NH2:16])=[O:17])[C:12]2[N:11]([CH2:18][CH:19]3[CH2:20][CH2:21]3)[C:10]3[C:5]([C:4]=2[CH:3]=1)=[CH:6][CH:7]=[C:8]([C:22]([N:50]1[CH2:49][C@H:48]([CH3:47])[O:53][C@H:52]([CH3:54])[CH2:51]1)=[O:23])[CH:9]=3. (6) Given the reactants [CH3:1][O:2][C:3]1[CH:8]=[CH:7][C:6]([O:9][CH3:10])=[CH:5][C:4]=1[S:11][C:12]1[NH:13][C:14]2[C:19]([N:20]=1)=[C:18]([NH2:21])[N:17]=[CH:16][N:15]=2.Br[CH2:23][C:24]1[CH:29]=[CH:28][C:27]([N+:30]([O-:32])=[O:31])=[CH:26][CH:25]=1, predict the reaction product. The product is: [CH3:1][O:2][C:3]1[CH:8]=[CH:7][C:6]([O:9][CH3:10])=[CH:5][C:4]=1[S:11][C:12]1[N:13]([CH2:23][C:24]2[CH:29]=[CH:28][C:27]([N+:30]([O-:32])=[O:31])=[CH:26][CH:25]=2)[C:14]2[C:19]([N:20]=1)=[C:18]([NH2:21])[N:17]=[CH:16][N:15]=2. (7) Given the reactants [C:1]1([C:7]2[C:15]3[C:10](=[CH:11][C:12]([C:16]([OH:18])=[O:17])=[CH:13][CH:14]=3)[NH:9][CH:8]=2)[CH2:6][CH2:5][CH2:4][CH2:3][CH:2]=1, predict the reaction product. The product is: [CH:1]1([C:7]2[C:15]3[C:10](=[CH:11][C:12]([C:16]([OH:18])=[O:17])=[CH:13][CH:14]=3)[NH:9][CH:8]=2)[CH2:2][CH2:3][CH2:4][CH2:5][CH2:6]1.